This data is from Forward reaction prediction with 1.9M reactions from USPTO patents (1976-2016). The task is: Predict the product of the given reaction. (1) Given the reactants Cl.Br[CH:3]([C:9]1[CH:14]=[CH:13][N:12]=[CH:11][CH:10]=1)[C:4]([O:6][CH2:7][CH3:8])=[O:5].[N-]=[N+]=[N-].[Na+].[OH2:19], predict the reaction product. The product is: [OH2:5].[N:12]1[CH:13]=[CH:14][C:9]([C:3](=[O:19])[C:4]([O:6][CH2:7][CH3:8])=[O:5])=[CH:10][CH:11]=1. (2) Given the reactants [CH2:1]([O:4][C:5]1[C:14]2[C:9](=[CH:10][C:11]([O:15][CH3:16])=[CH:12][CH:13]=2)[C:8]([C:17]2[CH:22]=[CH:21][CH:20]=[CH:19][CH:18]=2)=[C:7]([C:23]#[N:24])[N:6]=1)[CH:2]=[CH2:3].[CH3:25][C:26]1([CH3:33])[O:30][C@H](CO)C[O:27]1, predict the reaction product. The product is: [CH3:25][C:26]1([CH3:33])[O:30][C@H:2]([CH2:1][O:4][C:5]2[C:14]3[C:9](=[CH:10][C:11]([O:15][CH3:16])=[CH:12][CH:13]=3)[C:8]([C:17]3[CH:22]=[CH:21][CH:20]=[CH:19][CH:18]=3)=[C:7]([C:23]#[N:24])[N:6]=2)[CH2:3][O:27]1. (3) Given the reactants [F:1][C:2]1[CH:7]=[CH:6][C:5]([CH:8]=[C:9]([CH3:13])[C:10]([OH:12])=[O:11])=[CH:4][C:3]=1[O:14][CH3:15].[H][H], predict the reaction product. The product is: [F:1][C:2]1[CH:7]=[CH:6][C:5]([CH2:8][CH:9]([CH3:13])[C:10]([OH:12])=[O:11])=[CH:4][C:3]=1[O:14][CH3:15].